The task is: Regression/Classification. Given a drug SMILES string, predict its absorption, distribution, metabolism, or excretion properties. Task type varies by dataset: regression for continuous measurements (e.g., permeability, clearance, half-life) or binary classification for categorical outcomes (e.g., BBB penetration, CYP inhibition). Dataset: bbb_martins.. This data is from Blood-brain barrier penetration binary classification data from Martins et al.. (1) The molecule is CC1(C)O[C@@H]2C[C@H]3[C@@H]4C[C@H](F)C5=CC(=O)C=C[C@]5(C)[C@@]4(F)[C@@H](O)C[C@]3(C)[C@]2(C(=O)CO)O1. The result is 1 (penetrates BBB). (2) The compound is CCC(C)C(C)(COC(N)=O)COC(N)=O. The result is 1 (penetrates BBB). (3) The drug is CN(C)C(=O)C(CCN1CCC(O)(c2ccc(Cl)cc2)CC1)(c1ccccc1)c1ccccc1. The result is 1 (penetrates BBB). (4) The molecule is CC1(C)O[C@@H]2CC3C4C[C@H](F)C5=CC(=O)C=CC5(C)[C@@]4(Cl)C(Cl)CC3(C)[C@]2(C(=O)CO)O1. The result is 1 (penetrates BBB). (5) The molecule is CCOC(=O)C1N=C(c2ccccc2F)c2cc(Cl)ccc2NC1=O. The result is 1 (penetrates BBB).